From a dataset of NCI-60 drug combinations with 297,098 pairs across 59 cell lines. Regression. Given two drug SMILES strings and cell line genomic features, predict the synergy score measuring deviation from expected non-interaction effect. (1) Drug 1: CC1OCC2C(O1)C(C(C(O2)OC3C4COC(=O)C4C(C5=CC6=C(C=C35)OCO6)C7=CC(=C(C(=C7)OC)O)OC)O)O. Drug 2: CS(=O)(=O)OCCCCOS(=O)(=O)C. Cell line: COLO 205. Synergy scores: CSS=64.7, Synergy_ZIP=2.04, Synergy_Bliss=6.26, Synergy_Loewe=-12.2, Synergy_HSA=7.50. (2) Drug 1: C1=CC(=CC=C1CC(C(=O)O)N)N(CCCl)CCCl.Cl. Drug 2: C1CC(=O)NC(=O)C1N2C(=O)C3=CC=CC=C3C2=O. Cell line: NCIH23. Synergy scores: CSS=18.0, Synergy_ZIP=-4.43, Synergy_Bliss=2.19, Synergy_Loewe=-4.90, Synergy_HSA=1.18. (3) Drug 1: CC1=CC=C(C=C1)C2=CC(=NN2C3=CC=C(C=C3)S(=O)(=O)N)C(F)(F)F. Drug 2: C1=CN(C=N1)CC(O)(P(=O)(O)O)P(=O)(O)O. Cell line: SK-MEL-5. Synergy scores: CSS=-5.44, Synergy_ZIP=4.26, Synergy_Bliss=2.37, Synergy_Loewe=1.56, Synergy_HSA=-3.18. (4) Drug 1: CC1=CC=C(C=C1)C2=CC(=NN2C3=CC=C(C=C3)S(=O)(=O)N)C(F)(F)F. Drug 2: CN1C2=C(C=C(C=C2)N(CCCl)CCCl)N=C1CCCC(=O)O.Cl. Cell line: IGROV1. Synergy scores: CSS=-0.781, Synergy_ZIP=0.687, Synergy_Bliss=1.10, Synergy_Loewe=-0.481, Synergy_HSA=-0.636. (5) Drug 1: CN(CCCl)CCCl.Cl. Drug 2: N.N.Cl[Pt+2]Cl. Cell line: TK-10. Synergy scores: CSS=31.3, Synergy_ZIP=-7.57, Synergy_Bliss=-0.0976, Synergy_Loewe=0.682, Synergy_HSA=2.67. (6) Drug 1: CC1C(C(CC(O1)OC2CC(OC(C2O)C)OC3=CC4=CC5=C(C(=O)C(C(C5)C(C(=O)C(C(C)O)O)OC)OC6CC(C(C(O6)C)O)OC7CC(C(C(O7)C)O)OC8CC(C(C(O8)C)O)(C)O)C(=C4C(=C3C)O)O)O)O. Drug 2: CS(=O)(=O)OCCCCOS(=O)(=O)C. Cell line: SW-620. Synergy scores: CSS=24.4, Synergy_ZIP=-1.91, Synergy_Bliss=1.57, Synergy_Loewe=-25.3, Synergy_HSA=0.840. (7) Drug 1: C1CC(=O)NC(=O)C1N2C(=O)C3=CC=CC=C3C2=O. Drug 2: CC12CCC3C(C1CCC2OP(=O)(O)O)CCC4=C3C=CC(=C4)OC(=O)N(CCCl)CCCl.[Na+]. Cell line: 786-0. Synergy scores: CSS=4.58, Synergy_ZIP=3.79, Synergy_Bliss=4.38, Synergy_Loewe=-2.25, Synergy_HSA=-1.92.